Task: Predict the product of the given reaction.. Dataset: Forward reaction prediction with 1.9M reactions from USPTO patents (1976-2016) (1) Given the reactants [CH3:1][Li].[C:3]([O:7][C:8]([N:10]1[CH2:15][CH:14]2[CH:12]([O:13]2)[CH2:11]1)=[O:9])([CH3:6])([CH3:5])[CH3:4], predict the reaction product. The product is: [C:3]([O:7][C:8]([N:10]1[CH2:11][C@@H:12]([CH3:1])[C@H:14]([OH:13])[CH2:15]1)=[O:9])([CH3:4])([CH3:5])[CH3:6]. (2) The product is: [CH3:26][S:27]([OH:30])(=[O:29])=[O:28].[F:1][C:2]1[CH:7]=[CH:6][C:5]([F:8])=[CH:4][C:3]=1[C:9]1[N:10]=[CH:11][O:12][C:13]=1[C:14]1[CH:15]=[CH:16][C:17]2[N:18]([C:20]([CH:23]([CH3:25])[CH3:24])=[N:21][N:22]=2)[CH:19]=1. Given the reactants [F:1][C:2]1[CH:7]=[CH:6][C:5]([F:8])=[CH:4][C:3]=1[C:9]1[N:10]=[CH:11][O:12][C:13]=1[C:14]1[CH:15]=[CH:16][C:17]2[N:18]([C:20]([CH:23]([CH3:25])[CH3:24])=[N:21][N:22]=2)[CH:19]=1.[CH3:26][S:27]([OH:30])(=[O:29])=[O:28], predict the reaction product. (3) Given the reactants [OH:1][CH:2]([CH2:41][OH:42])[CH2:3][N:4]([CH3:40])[C:5]([C:7]1[N:16]2[C:10]([CH2:11][N:12]([C:21]([C:23]3[CH:28]=[CH:27][C:26]([C:29]4[CH:34]=[CH:33][CH:32]=[CH:31][C:30]=4[C:35]([F:38])([F:37])[F:36])=[C:25]([CH3:39])[CH:24]=3)=[O:22])[C:13]3[CH:20]=[CH:19][CH:18]=[CH:17][C:14]=3[CH2:15]2)=[CH:9][CH:8]=1)=[O:6].C(N(CC)C(C)C)(C)C.[C:52](N1C=CN=C1)(N1C=CN=C1)=[O:53], predict the reaction product. The product is: [CH3:40][N:4]([CH2:3][CH:2]1[CH2:41][O:42][C:52](=[O:53])[O:1]1)[C:5]([C:7]1[N:16]2[C:10]([CH2:11][N:12]([C:21]([C:23]3[CH:28]=[CH:27][C:26]([C:29]4[CH:34]=[CH:33][CH:32]=[CH:31][C:30]=4[C:35]([F:37])([F:38])[F:36])=[C:25]([CH3:39])[CH:24]=3)=[O:22])[C:13]3[CH:20]=[CH:19][CH:18]=[CH:17][C:14]=3[CH2:15]2)=[CH:9][CH:8]=1)=[O:6]. (4) The product is: [Br:1][C:2]1[CH:3]=[C:4]([C:25]([F:28])([F:27])[F:26])[CH:5]=[C:6]2[C:11]=1[N:10]=[CH:9][N:8]([NH:12][C:35]1[CH:36]=[C:37]([CH:40]=[CH:41][C:34]=1[S:31]([CH2:29][CH3:30])(=[O:32])=[O:33])[C:38]#[N:39])[C:7]2=[O:24]. Given the reactants [Br:1][C:2]1[CH:3]=[C:4]([C:25]([F:28])([F:27])[F:26])[CH:5]=[C:6]2[C:11]=1[N:10]=[CH:9][N:8]([NH:12]C1C=C(C=CC=1SCC)C#N)[C:7]2=[O:24].[CH2:29]([S:31]([C:34]1[CH:41]=[CH:40][C:37]([C:38]#[N:39])=[CH:36][C:35]=1C)(=[O:33])=[O:32])[CH3:30], predict the reaction product.